Dataset: Forward reaction prediction with 1.9M reactions from USPTO patents (1976-2016). Task: Predict the product of the given reaction. (1) Given the reactants [Cl:1][C:2]1[CH:19]=[C:18]([F:20])[C:17]([N:21]2[C:26](=[O:27])[CH:25]=[C:24]([C:28]([F:31])([F:30])[F:29])[N:23]([CH3:32])[C:22]2=[O:33])=[CH:16][C:3]=1[O:4][C:5]1[CH:15]=[CH:14][CH:13]=[CH:12][C:6]=1[O:7][CH2:8][C:9]([OH:11])=[O:10].S(Cl)(Cl)=O.O1C[CH2:41][CH2:40][CH2:39]1, predict the reaction product. The product is: [Cl:1][C:2]1[CH:19]=[C:18]([F:20])[C:17]([N:21]2[C:26](=[O:27])[CH:25]=[C:24]([C:28]([F:29])([F:30])[F:31])[N:23]([CH3:32])[C:22]2=[O:33])=[CH:16][C:3]=1[O:4][C:5]1[CH:15]=[CH:14][CH:13]=[CH:12][C:6]=1[O:7][CH2:8][C:9]([O:11][CH2:41][CH:40]=[CH2:39])=[O:10]. (2) The product is: [ClH:13].[CH:1]1[C:10]2[C:5](=[CH:6][CH:7]=[CH:8][CH:9]=2)[CH:4]=[CH:3][C:2]=1[N:11]1[CH2:18][CH2:17][NH:16][CH2:15][CH2:14]1. Given the reactants [CH:1]1[C:10]2[C:5](=[CH:6][CH:7]=[CH:8][CH:9]=2)[CH:4]=[CH:3][C:2]=1[NH2:11].Cl.[Cl:13][CH2:14][CH2:15][NH:16][CH2:17][CH2:18]Cl, predict the reaction product. (3) Given the reactants [CH2:1]([O:3][C:4]([C:6]1[C:7]([CH3:14])=[CH:8][C:9](=[O:13])O[C:11]=1[CH3:12])=[O:5])[CH3:2].[NH2:15][C:16]1[CH:21]=[CH:20][CH:19]=[CH:18][CH:17]=1.C(O)(=O)C.C(NC1C=CC=CC=1)(=O)C.C(NC1C=CC(C(=O)C)=CC=1)(=O)C, predict the reaction product. The product is: [CH2:1]([O:3][C:4]([C:6]1[C:7]([CH3:14])=[CH:8][C:9](=[O:13])[N:15]([C:16]2[CH:21]=[CH:20][CH:19]=[CH:18][CH:17]=2)[C:11]=1[CH3:12])=[O:5])[CH3:2].